The task is: Predict the product of the given reaction.. This data is from Forward reaction prediction with 1.9M reactions from USPTO patents (1976-2016). (1) Given the reactants Br[CH2:2][C:3](=O)[C:4]([O:6][CH2:7][CH3:8])=[O:5].[NH4+].[C:11](=[S:14])([S-:13])[NH2:12], predict the reaction product. The product is: [SH:14][C:11]1[S:13][CH:2]=[C:3]([C:4]([O:6][CH2:7][CH3:8])=[O:5])[N:12]=1. (2) Given the reactants [O:1]=[C:2]1[CH:7]2[CH2:8][N:9]([C:12]([O:14][CH2:15][C:16]3[CH:21]=[CH:20][CH:19]=[CH:18][CH:17]=3)=[O:13])[CH2:10][CH2:11][N:6]2[CH2:5][CH2:4][NH:3]1.[H-].[Na+].I[CH3:25], predict the reaction product. The product is: [CH3:25][N:3]1[CH2:4][CH2:5][N:6]2[CH2:11][CH2:10][N:9]([C:12]([O:14][CH2:15][C:16]3[CH:21]=[CH:20][CH:19]=[CH:18][CH:17]=3)=[O:13])[CH2:8][CH:7]2[C:2]1=[O:1]. (3) Given the reactants [O:1]1[C:10]2[C:5](=[CH:6][CH:7]=[CH:8][CH:9]=2)[C@H:4]([N:11]2[C:19](=[O:20])[NH:18][C:17]3[C:12]2=[N:13][C:14]([N:21]2[C:25]4[CH:26]=[C:27]([C:30]#[N:31])[CH:28]=[CH:29][C:24]=4[N:23]=[CH:22]2)=[N:15][CH:16]=3)[CH2:3][CH2:2]1.Br[CH2:33][C:34]#[N:35].CCN(P1(N(C)CCCN1)=NC(C)(C)C)CC, predict the reaction product. The product is: [O:1]1[C:10]2[C:5](=[CH:6][CH:7]=[CH:8][CH:9]=2)[CH:4]([N:11]2[C:19](=[O:20])[N:18]([CH2:33][C:34]#[N:35])[C:17]3[C:12]2=[N:13][C:14]([N:21]2[C:25]4[CH:26]=[C:27]([C:30]#[N:31])[CH:28]=[CH:29][C:24]=4[N:23]=[CH:22]2)=[N:15][CH:16]=3)[CH2:3][CH2:2]1. (4) Given the reactants [NH2:1][C:2]1[CH:7]=[C:6]([O:8][C:9]2[CH:10]=[CH:11][C:12]([C:15]3[C:16](=[O:29])[N:17]([CH3:28])[C:18]([NH:21][C:22]4[CH:27]=[CH:26][CH:25]=[CH:24][CH:23]=4)=[N:19][CH:20]=3)=[N:13][CH:14]=2)[CH:5]=[CH:4][N:3]=1.[CH3:30][CH2:31][N:32]([CH2:35][CH3:36])[CH2:33]C.ClC(OC1C=CC=CC=1)=[O:39].N1CCCC1, predict the reaction product. The product is: [CH3:28][N:17]1[C:16](=[O:29])[C:15]([C:12]2[N:13]=[CH:14][C:9]([O:8][C:6]3[CH:5]=[CH:4][N:3]=[C:2]([NH:1][C:33]([N:32]4[CH2:35][CH2:36][CH2:30][CH2:31]4)=[O:39])[CH:7]=3)=[CH:10][CH:11]=2)=[CH:20][N:19]=[C:18]1[NH:21][C:22]1[CH:27]=[CH:26][CH:25]=[CH:24][CH:23]=1. (5) Given the reactants [CH2:1]([O:4][C:5]1([CH3:50])[CH2:10][CH2:9][N:8]([C:11]2[C:12]3[N:13]([N:28]=[C:29]([C:31]4[CH:32]=[C:33]([C:37]5[C:42]([O:43][C@H:44]([CH2:46]C=C)[CH3:45])=[CH:41][CH:40]=[CH:39][C:38]=5[F:49])[CH:34]=[CH:35][CH:36]=4)[CH:30]=3)[CH:14]=[C:15]([CH3:27])[C:16]=2[C@H:17]([O:22][C:23]([CH3:26])([CH3:25])[CH3:24])[C:18]([O:20]C)=[O:19])[CH2:7][CH2:6]1)[CH:2]=[CH2:3].C1COCC1.[OH-].[Na+], predict the reaction product. The product is: [C:23]([O:22][C@@H:17]([C:16]1[C:15]([CH3:27])=[CH:14][N:13]2[N:28]=[C:29]3[CH:30]=[C:12]2[C:11]=1[N:8]1[CH2:9][CH2:10][C:5]([CH3:50])([O:4][CH2:1][CH2:2][CH2:3][CH2:46][C@H:44]([CH3:45])[O:43][C:42]2[CH:41]=[CH:40][CH:39]=[C:38]([F:49])[C:37]=2[C:33]2[CH:32]=[C:31]3[CH:36]=[CH:35][CH:34]=2)[CH2:6][CH2:7]1)[C:18]([OH:20])=[O:19])([CH3:25])([CH3:26])[CH3:24]. (6) Given the reactants [Br:1][C:2]1[C:11]([CH2:12][OH:13])=[C:10]2[C:5]([NH:6][C:7]([CH3:16])([CH3:15])[C:8](=[O:14])[NH:9]2)=[CH:4][CH:3]=1.CI.[C:19](=O)([O-])[O-].C(OCC)(=O)C, predict the reaction product. The product is: [Br:1][C:2]1[C:11]([CH2:12][OH:13])=[C:10]2[C:5]([NH:6][C:7]([CH3:16])([CH3:15])[C:8](=[O:14])[N:9]2[CH3:19])=[CH:4][CH:3]=1. (7) Given the reactants [CH3:1][NH:2][C:3]([CH2:5][N:6]([CH2:25][C:26](=[O:29])[NH:27][CH3:28])[C:7]([C:9]1[CH:24]=[CH:23][C:12]([C:13]([O:15]CC2C=CC=CC=2)=[O:14])=[CH:11][CH:10]=1)=[O:8])=[O:4], predict the reaction product. The product is: [CH3:28][NH:27][C:26]([CH2:25][N:6]([CH2:5][C:3](=[O:4])[NH:2][CH3:1])[C:7]([C:9]1[CH:24]=[CH:23][C:12]([C:13]([OH:15])=[O:14])=[CH:11][CH:10]=1)=[O:8])=[O:29].